This data is from Reaction yield outcomes from USPTO patents with 853,638 reactions. The task is: Predict the reaction yield, written as a fraction of the theoretical maximum amount of product (1.0 means a 100% yield; for example, 0.34 means a 34% yield). (1) The reactants are [C:1]1([NH:7][C:8](=[O:15])[NH:9][CH2:10][C:11]([O:13]C)=[O:12])[CH:6]=[CH:5][CH:4]=[CH:3][CH:2]=1.[OH-].[Na+]. The catalyst is CO. The product is [C:1]1([NH:7][C:8](=[O:15])[NH:9][CH2:10][C:11]([OH:13])=[O:12])[CH:2]=[CH:3][CH:4]=[CH:5][CH:6]=1. The yield is 0.870. (2) The reactants are C(N[CH:5]([CH3:7])[CH3:6])(C)C.C([Li])CCC.[C:13]([C:16]1[C:17](=[O:24])[O:18]C(C)=[CH:20][C:21]=1[OH:22])(=[O:15])[CH3:14].CI. The catalyst is O1CCCC1.CN(C)P(N(C)C)(N(C)C)=O. The product is [C:13]([C:16]1[C:17](=[O:18])[O:24][C:7]([CH2:5][CH3:6])=[CH:20][C:21]=1[OH:22])(=[O:15])[CH3:14]. The yield is 0.470. (3) The reactants are [CH:1]1([C:6]([CH3:15])([C:12](=O)[CH3:13])[C:7](OCC)=[O:8])[CH2:5][CH2:4][CH2:3][CH2:2]1.[NH2:16][NH2:17]. No catalyst specified. The product is [CH:1]1([C:6]2([CH3:15])[C:7](=[O:8])[NH:17][N:16]=[C:12]2[CH3:13])[CH2:5][CH2:4][CH2:3][CH2:2]1. The yield is 0.270. (4) The reactants are Br[CH2:2][C:3]([C:5]1[CH:6]=[CH:7][C:8]2[C:17]3[CH:16]=[C:15]4[CH2:18][CH2:19][CH2:20][C:21](=[O:22])[C:14]4=[CH:13][C:12]=3[O:11][CH2:10][C:9]=2[CH:23]=1)=[O:4].[C:24]([O:28][C:29]([N:31]1[CH2:35][C@@H:34]([CH3:36])[CH2:33][C@H:32]1[C:37]([OH:39])=[O:38])=[O:30])([CH3:27])([CH3:26])[CH3:25].CCN(C(C)C)C(C)C. The catalyst is CC#N.CCOC(C)=O. The product is [CH3:36][C@@H:34]1[CH2:35][N:31]([C:29]([O:28][C:24]([CH3:25])([CH3:27])[CH3:26])=[O:30])[C@H:32]([C:37]([O:39][CH2:2][C:3](=[O:4])[C:5]2[CH:6]=[CH:7][C:8]3[C:17]4[CH:16]=[C:15]5[CH2:18][CH2:19][CH2:20][C:21](=[O:22])[C:14]5=[CH:13][C:12]=4[O:11][CH2:10][C:9]=3[CH:23]=2)=[O:38])[CH2:33]1. The yield is 0.690.